Dataset: Full USPTO retrosynthesis dataset with 1.9M reactions from patents (1976-2016). Task: Predict the reactants needed to synthesize the given product. (1) Given the product [F:2][C:3]1[CH:11]=[C:10]2[C:6]([C:7]([C:21]3[CH:22]=[N:23][N:24]([CH:26]4[CH2:31][CH2:30][N:29]([S:40]([CH3:39])(=[O:42])=[O:41])[CH2:28][CH2:27]4)[CH:25]=3)=[CH:8][N:9]2[S:12]([C:15]2[CH:16]=[CH:17][CH:18]=[CH:19][CH:20]=2)(=[O:13])=[O:14])=[CH:5][CH:4]=1, predict the reactants needed to synthesize it. The reactants are: Cl.[F:2][C:3]1[CH:11]=[C:10]2[C:6]([C:7]([C:21]3[CH:22]=[N:23][N:24]([CH:26]4[CH2:31][CH2:30][NH:29][CH2:28][CH2:27]4)[CH:25]=3)=[CH:8][N:9]2[S:12]([C:15]2[CH:20]=[CH:19][CH:18]=[CH:17][CH:16]=2)(=[O:14])=[O:13])=[CH:5][CH:4]=1.CCN(CC)CC.[CH3:39][S:40](Cl)(=[O:42])=[O:41]. (2) The reactants are: [Cl:1][C:2]1[C:3]([F:33])=[C:4]([CH:30]=[CH:31][CH:32]=1)[CH2:5][C:6]1[CH:7]=[C:8]2[C:13](=[N:14][C:15]=1F)[N:12]([C@@H:17]([C:20]([CH3:23])([CH3:22])[CH3:21])[CH2:18][OH:19])[CH:11]=[C:10]([C:24]([O:26]CC)=[O:25])[C:9]2=[O:29].[OH-:34].[Na+]. Given the product [Cl:1][C:2]1[C:3]([F:33])=[C:4]([CH:30]=[CH:31][CH:32]=1)[CH2:5][C:6]1[CH:7]=[C:8]2[C:13](=[N:14][C:15]=1[OH:34])[N:12]([C@@H:17]([C:20]([CH3:23])([CH3:22])[CH3:21])[CH2:18][OH:19])[CH:11]=[C:10]([C:24]([OH:26])=[O:25])[C:9]2=[O:29], predict the reactants needed to synthesize it. (3) Given the product [Cl:29][C:30]1[CH:31]=[C:32]([CH:35]=[CH:36][CH:37]=1)[CH2:33][O:34][CH2:2][C:3]1[N:4]([C:20]2[CH:25]=[CH:24][C:23]([N+:26]([O-:28])=[O:27])=[CH:22][CH:21]=2)[CH:5]=[C:6]([C:8]2[C:9]([C:14]3[CH:15]=[CH:16][CH:17]=[CH:18][CH:19]=3)=[N:10][O:11][C:12]=2[CH3:13])[N:7]=1, predict the reactants needed to synthesize it. The reactants are: Cl[CH2:2][C:3]1[N:4]([C:20]2[CH:25]=[CH:24][C:23]([N+:26]([O-:28])=[O:27])=[CH:22][CH:21]=2)[CH:5]=[C:6]([C:8]2[C:9]([C:14]3[CH:19]=[CH:18][CH:17]=[CH:16][CH:15]=3)=[N:10][O:11][C:12]=2[CH3:13])[N:7]=1.[Cl:29][C:30]1[CH:31]=[C:32]([CH:35]=[CH:36][CH:37]=1)[CH2:33][OH:34].CC1C=CC(CO)=CC=1. (4) Given the product [N:1]1[CH:6]=[CH:5][CH:4]=[CH:3][C:2]=1[C:7]1[C:8]([CH:17]([NH2:19])[CH3:18])=[N:9][C:10]2[C:15]([CH:16]=1)=[CH:14][CH:13]=[CH:12][N:11]=2, predict the reactants needed to synthesize it. The reactants are: [N:1]1[CH:6]=[CH:5][CH:4]=[CH:3][C:2]=1[C:7]1[C:8]([CH:17]([NH:19]C(=O)OC(C)(C)C)[CH3:18])=[N:9][C:10]2[C:15]([CH:16]=1)=[CH:14][CH:13]=[CH:12][N:11]=2.FC(F)(F)C(O)=O.